Predict the product of the given reaction. From a dataset of Forward reaction prediction with 1.9M reactions from USPTO patents (1976-2016). Given the reactants [CH2:1]([C@@H:5]1[NH:10][CH2:9][C@H:8]([CH2:11][S:12][CH3:13])[NH:7][C:6]1=[O:14])[CH:2]([CH3:4])[CH3:3].[Cl:15][C:16]1[CH:21]=[CH:20][C:19]([C:22]2[O:26][N:25]=[C:24]([C:27](O)=[O:28])[CH:23]=2)=[CH:18][CH:17]=1.C([C@@H]1N(C(=O)/C=C/C2C=CC=CC=2)C[C@H](CC(C)C)NC1=O)C(C)C, predict the reaction product. The product is: [Cl:15][C:16]1[CH:17]=[CH:18][C:19]([C:22]2[O:26][N:25]=[C:24]([C:27]([N:10]3[CH2:9][C@H:8]([CH2:11][S:12][CH3:13])[NH:7][C:6](=[O:14])[C@@H:5]3[CH2:1][CH:2]([CH3:4])[CH3:3])=[O:28])[CH:23]=2)=[CH:20][CH:21]=1.